Dataset: Forward reaction prediction with 1.9M reactions from USPTO patents (1976-2016). Task: Predict the product of the given reaction. (1) Given the reactants Cl.[F:2][C:3]1([F:14])[CH2:7][NH:6][C@H:5]([CH2:8][CH:9]([CH3:13])[C:10]([OH:12])=[O:11])[CH2:4]1.Br[CH2:16][C:17]1[NH:22][C:21]([C:23]2[S:24][CH:25]=[CH:26][N:27]=2)=[N:20][C@@H:19]([C:28]2[CH:33]=[CH:32][C:31]([Cl:34])=[CH:30][C:29]=2[Cl:35])[C:18]=1[C:36]([O:38][CH3:39])=[O:37].C(=O)([O-])[O-].[K+].[K+], predict the reaction product. The product is: [Cl:35][C:29]1[CH:30]=[C:31]([Cl:34])[CH:32]=[CH:33][C:28]=1[C@@H:19]1[N:20]=[C:21]([C:23]2[S:24][CH:25]=[CH:26][N:27]=2)[NH:22][C:17]([CH2:16][N:6]2[CH2:7][C:3]([F:2])([F:14])[CH2:4][C@H:5]2[CH2:8][CH:9]([CH3:13])[C:10]([OH:12])=[O:11])=[C:18]1[C:36]([O:38][CH3:39])=[O:37]. (2) Given the reactants Br[C:2]1[CH:7]=[CH:6][C:5]([S:8]([CH:11]2[CH2:15][CH2:14][CH2:13][CH2:12]2)(=[O:10])=[O:9])=[CH:4][CH:3]=1.[CH3:16][C@@H:17]1[CH2:21][CH2:20][CH2:19][N:18]1[CH2:22][CH2:23][C:24]1[CH:29]=[CH:28][C:27](B(O)O)=[CH:26][CH:25]=1, predict the reaction product. The product is: [CH:11]1([S:8]([C:5]2[CH:6]=[CH:7][C:2]([C:27]3[CH:26]=[CH:25][C:24]([CH2:23][CH2:22][N:18]4[CH2:19][CH2:20][CH2:21][C@H:17]4[CH3:16])=[CH:29][CH:28]=3)=[CH:3][CH:4]=2)(=[O:10])=[O:9])[CH2:15][CH2:14][CH2:13][CH2:12]1.